The task is: Regression. Given a peptide amino acid sequence and an MHC pseudo amino acid sequence, predict their binding affinity value. This is MHC class I binding data.. This data is from Peptide-MHC class I binding affinity with 185,985 pairs from IEDB/IMGT. (1) The peptide sequence is ASSEPHCAL. The MHC is HLA-B27:05 with pseudo-sequence HLA-B27:05. The binding affinity (normalized) is 0.0847. (2) The peptide sequence is KRITVLDIGDA. The MHC is Mamu-B08 with pseudo-sequence Mamu-B08. The binding affinity (normalized) is 0.151. (3) The peptide sequence is EISSNDNAKI. The MHC is HLA-A02:03 with pseudo-sequence HLA-A02:03. The binding affinity (normalized) is 0.513. (4) The peptide sequence is TFFSTFKCY. The MHC is HLA-A33:01 with pseudo-sequence HLA-A33:01. The binding affinity (normalized) is 0.348.